From a dataset of Peptide-MHC class I binding affinity with 185,985 pairs from IEDB/IMGT. Regression. Given a peptide amino acid sequence and an MHC pseudo amino acid sequence, predict their binding affinity value. This is MHC class I binding data. (1) The peptide sequence is RFDEAIINY. The MHC is HLA-A30:01 with pseudo-sequence HLA-A30:01. The binding affinity (normalized) is 0.0847. (2) The peptide sequence is AQFAPSASA. The MHC is HLA-A02:01 with pseudo-sequence HLA-A02:01. The binding affinity (normalized) is 0.451. (3) The peptide sequence is MPWLTTGPM. The MHC is HLA-A68:23 with pseudo-sequence HLA-A68:23. The binding affinity (normalized) is 0.600. (4) The peptide sequence is WPEIVGAIV. The MHC is HLA-B57:01 with pseudo-sequence HLA-B57:01. The binding affinity (normalized) is 0.0847. (5) The peptide sequence is LTVILGVLL. The binding affinity (normalized) is 0.272. The MHC is HLA-A02:01 with pseudo-sequence HLA-A02:01. (6) The binding affinity (normalized) is 0.611. The peptide sequence is ALPPVAPV. The MHC is HLA-A68:02 with pseudo-sequence HLA-A68:02.